Task: Predict which catalyst facilitates the given reaction.. Dataset: Catalyst prediction with 721,799 reactions and 888 catalyst types from USPTO (1) Reactant: [CH2:1]([O:8][C:9]1[CH:14]=[CH:13][C:12]([O:15][CH3:16])=[C:11]([N+:17]([O-])=O)[CH:10]=1)[C:2]1[CH:7]=[CH:6][CH:5]=[CH:4][CH:3]=1.[H][H]. Product: [CH2:1]([O:8][C:9]1[CH:14]=[CH:13][C:12]([O:15][CH3:16])=[C:11]([CH:10]=1)[NH2:17])[C:2]1[CH:3]=[CH:4][CH:5]=[CH:6][CH:7]=1. The catalyst class is: 707. (2) Reactant: [CH2:1]([C:3]1[C:7]([C:8](O)=[O:9])=[C:6]([C:11]2[CH:16]=[CH:15][C:14]([CH3:17])=[CH:13][C:12]=2[F:18])[S:5][N:4]=1)[CH3:2]. Product: [CH2:1]([C:3]1[C:7]([CH2:8][OH:9])=[C:6]([C:11]2[CH:16]=[CH:15][C:14]([CH3:17])=[CH:13][C:12]=2[F:18])[S:5][N:4]=1)[CH3:2]. The catalyst class is: 7.